Dataset: Reaction yield outcomes from USPTO patents with 853,638 reactions. Task: Predict the reaction yield, written as a fraction of the theoretical maximum amount of product (1.0 means a 100% yield; for example, 0.34 means a 34% yield). The reactants are C=O.[C:3]([BH3-])#N.[Na+].[C:7]([O:11][C:12]([N:14]1[CH2:19][CH2:18][CH:17]([CH2:20][NH:21][CH2:22][CH:23]2[CH2:28][CH2:27][N:26]([C:29]([O:31][C:32]([CH3:35])([CH3:34])[CH3:33])=[O:30])[CH2:25][CH2:24]2)[CH2:16][CH2:15]1)=[O:13])([CH3:10])([CH3:9])[CH3:8].[OH-].[Na+]. The catalyst is C(#N)C.C(O)(=O)C. The product is [C:32]([O:31][C:29]([N:26]1[CH2:27][CH2:28][CH:23]([CH2:22][N:21]([CH3:3])[CH2:20][CH:17]2[CH2:16][CH2:15][N:14]([C:12]([O:11][C:7]([CH3:10])([CH3:9])[CH3:8])=[O:13])[CH2:19][CH2:18]2)[CH2:24][CH2:25]1)=[O:30])([CH3:35])([CH3:34])[CH3:33]. The yield is 0.950.